This data is from Merck oncology drug combination screen with 23,052 pairs across 39 cell lines. The task is: Regression. Given two drug SMILES strings and cell line genomic features, predict the synergy score measuring deviation from expected non-interaction effect. (1) Synergy scores: synergy=4.73. Cell line: OCUBM. Drug 2: CCc1cnn2c(NCc3ccc[n+]([O-])c3)cc(N3CCCCC3CCO)nc12. Drug 1: CCN(CC)CCNC(=O)c1c(C)[nH]c(C=C2C(=O)Nc3ccc(F)cc32)c1C. (2) Drug 1: O=C(O)C1(Cc2cccc(Nc3nccs3)n2)CCC(Oc2cccc(Cl)c2F)CC1. Drug 2: COC1=C2CC(C)CC(OC)C(O)C(C)C=C(C)C(OC(N)=O)C(OC)C=CC=C(C)C(=O)NC(=CC1=O)C2=O. Cell line: NCIH460. Synergy scores: synergy=5.20. (3) Drug 1: O=C(O)C1(Cc2cccc(Nc3nccs3)n2)CCC(Oc2cccc(Cl)c2F)CC1. Drug 2: CCC1(O)C(=O)OCc2c1cc1n(c2=O)Cc2cc3c(CN(C)C)c(O)ccc3nc2-1. Cell line: NCIH520. Synergy scores: synergy=4.34. (4) Drug 1: CCC1=CC2CN(C1)Cc1c([nH]c3ccccc13)C(C(=O)OC)(c1cc3c(cc1OC)N(C)C1C(O)(C(=O)OC)C(OC(C)=O)C4(CC)C=CCN5CCC31C54)C2. Drug 2: O=C(O)C1(Cc2cccc(Nc3nccs3)n2)CCC(Oc2cccc(Cl)c2F)CC1. Cell line: OCUBM. Synergy scores: synergy=-13.9. (5) Drug 1: CN(Cc1cnc2nc(N)nc(N)c2n1)c1ccc(C(=O)NC(CCC(=O)O)C(=O)O)cc1. Drug 2: CCc1cnn2c(NCc3ccc[n+]([O-])c3)cc(N3CCCCC3CCO)nc12. Cell line: A2780. Synergy scores: synergy=-10.3.